Task: Predict the reaction yield, written as a fraction of the theoretical maximum amount of product (1.0 means a 100% yield; for example, 0.34 means a 34% yield).. Dataset: Reaction yield outcomes from USPTO patents with 853,638 reactions The reactants are Br[C:2]1[CH:3]=[N:4][C:5]([N:8]2[CH2:13][CH2:12][CH:11]([C:14]3[C:23]([CH:24]([F:35])[C:25]4[CH:30]=[CH:29][C:28]([C:31]([F:34])([F:33])[F:32])=[CH:27][CH:26]=4)=[C:22]([CH:36]4[CH2:41][CH2:40][C:39]([F:43])([F:42])[CH2:38][CH2:37]4)[C:21]4[CH:20]([O:44][CH2:45][C:46]5[CH:51]=[CH:50][C:49]([O:52][CH3:53])=[CH:48][CH:47]=5)[CH2:19][C:18]([CH3:55])([CH3:54])[CH2:17][C:16]=4[N:15]=3)[CH2:10][CH2:9]2)=[N:6][CH:7]=1.[NH:56]1[CH2:61][CH2:60][O:59][CH2:58][CH2:57]1.C(O[Na])(C)(C)C.C1(P(C2CCCCC2)C2C=CC=CC=2C2C(C(C)C)=CC(C(C)C)=CC=2C(C)C)CCCCC1. The catalyst is C1(C)C=CC=CC=1.C([O-])(=O)C.[Pd+2].C([O-])(=O)C.O.C(O)(C)(C)C. The product is [F:42][C:39]1([F:43])[CH2:40][CH2:41][CH:36]([C:22]2[C:21]3[CH:20]([O:44][CH2:45][C:46]4[CH:47]=[CH:48][C:49]([O:52][CH3:53])=[CH:50][CH:51]=4)[CH2:19][C:18]([CH3:54])([CH3:55])[CH2:17][C:16]=3[N:15]=[C:14]([CH:11]3[CH2:10][CH2:9][N:8]([C:5]4[N:4]=[CH:3][C:2]([N:56]5[CH2:61][CH2:60][O:59][CH2:58][CH2:57]5)=[CH:7][N:6]=4)[CH2:13][CH2:12]3)[C:23]=2[CH:24]([F:35])[C:25]2[CH:26]=[CH:27][C:28]([C:31]([F:33])([F:32])[F:34])=[CH:29][CH:30]=2)[CH2:37][CH2:38]1. The yield is 0.840.